From a dataset of Full USPTO retrosynthesis dataset with 1.9M reactions from patents (1976-2016). Predict the reactants needed to synthesize the given product. (1) Given the product [CH2:1]([N:6]([CH2:31][C:28]1[CH:29]=[CH:30][C:25]([C:20]2[CH:21]=[CH:22][CH:23]=[CH:24][C:19]=2[C:18]2[N:14]([C:13]([C:7]3[CH:12]=[CH:11][CH:10]=[CH:9][CH:8]=3)([C:39]3[CH:44]=[CH:43][CH:42]=[CH:41][CH:40]=3)[C:33]3[CH:38]=[CH:37][CH:36]=[CH:35][CH:34]=3)[N:15]=[N:16][N:17]=2)=[CH:26][CH:27]=1)[C:55](=[O:56])[NH:54][C:47]1[C:48]([CH3:53])=[CH:49][C:50]([CH3:52])=[CH:51][C:46]=1[CH3:45])[CH2:2][CH2:3][CH2:4][CH3:5], predict the reactants needed to synthesize it. The reactants are: [CH2:1]([NH2:6])[CH2:2][CH2:3][CH2:4][CH3:5].[C:7]1([C:13]([C:39]2[CH:44]=[CH:43][CH:42]=[CH:41][CH:40]=2)([C:33]2[CH:38]=[CH:37][CH:36]=[CH:35][CH:34]=2)[N:14]2[C:18]([C:19]3[CH:24]=[CH:23][CH:22]=[CH:21][C:20]=3[C:25]3[CH:30]=[CH:29][C:28]([CH2:31]Br)=[CH:27][CH:26]=3)=[N:17][N:16]=[N:15]2)[CH:12]=[CH:11][CH:10]=[CH:9][CH:8]=1.[CH3:45][C:46]1[CH:51]=[C:50]([CH3:52])[CH:49]=[C:48]([CH3:53])[C:47]=1[NH:54][C:55](=O)[O:56]C1C=CC=CC=1. (2) Given the product [CH2:1]([O:3][C:4]([C:6]1[C:7]([N:25]2[CH2:30][CH2:29][O:28][CH2:27][CH2:26]2)=[C:8]2[CH:21]=[N:20][N:19]([CH:22]([CH3:24])[CH3:23])[C:9]2=[N:10][C:11]=1[C:12]1[CH:17]=[CH:16][CH:15]=[C:14]([O:18][CH2:32][CH:33]2[CH2:35][O:34]2)[CH:13]=1)=[O:5])[CH3:2], predict the reactants needed to synthesize it. The reactants are: [CH2:1]([O:3][C:4]([C:6]1[C:7]([N:25]2[CH2:30][CH2:29][O:28][CH2:27][CH2:26]2)=[C:8]2[CH:21]=[N:20][N:19]([CH:22]([CH3:24])[CH3:23])[C:9]2=[N:10][C:11]=1[C:12]1[CH:17]=[CH:16][CH:15]=[C:14]([OH:18])[CH:13]=1)=[O:5])[CH3:2].Cl[CH2:32][CH:33]1[CH2:35][O:34]1.C([O-])([O-])=O.[K+].[K+]. (3) Given the product [CH3:8][C:9]1([CH3:11])[O:5][CH2:4][CH:3]([CH2:6][OH:7])[CH2:2][O:1]1, predict the reactants needed to synthesize it. The reactants are: [OH:1][CH2:2][CH:3]([CH2:6][OH:7])[CH2:4][OH:5].[CH3:8][C:9]([CH3:11])=O.Cl(O)(=O)(=O)=O.O.N. (4) Given the product [ClH:26].[ClH:26].[N:1]12[CH2:8][CH2:7][CH:4]([CH2:5][CH2:6]1)[C@@H:3]([O:9][C:10]1[N:11]=[CH:12][C:13]([C:16]3[CH:17]=[CH:18][C:19]4[O:23][C:22](=[O:24])[NH:21][C:20]=4[CH:25]=3)=[CH:14][N:15]=1)[CH2:2]2, predict the reactants needed to synthesize it. The reactants are: [N:1]12[CH2:8][CH2:7][CH:4]([CH2:5][CH2:6]1)[C@@H:3]([O:9][C:10]1[N:15]=[CH:14][C:13]([C:16]3[CH:17]=[CH:18][C:19]4[O:23][C:22](=[O:24])[NH:21][C:20]=4[CH:25]=3)=[CH:12][N:11]=1)[CH2:2]2.[ClH:26]. (5) Given the product [N+:3]([C:6]1[CH:10]=[N:9][N:8]([CH2:21][CH2:22][CH2:23][CH2:24][C:25](=[O:27])[CH3:26])[N:7]=1)([O-:5])=[O:4], predict the reactants needed to synthesize it. The reactants are: N#N.[N+:3]([C:6]1[CH:10]=[N:9][NH:8][N:7]=1)([O-:5])=[O:4].CCN(C(C)C)C(C)C.Br[CH2:21][CH2:22][CH2:23][CH2:24][C:25](=[O:27])[CH3:26]. (6) Given the product [Cl:1][C:2]1[CH:3]=[C:4]([OH:21])[C:5]([NH:8][S:9]([CH2:12][C:13]2[CH:18]=[CH:17][CH:16]=[C:15]([C:22]#[N:23])[CH:14]=2)(=[O:11])=[O:10])=[N:6][CH:7]=1, predict the reactants needed to synthesize it. The reactants are: [Cl:1][C:2]1[CH:3]=[C:4]([OH:21])[C:5]([NH:8][S:9]([CH2:12][C:13]2[CH:18]=[C:17](Cl)[CH:16]=[C:15](Cl)[CH:14]=2)(=[O:11])=[O:10])=[N:6][CH:7]=1.[C:22](C1C=C(CS(Cl)(=O)=O)C=CC=1)#[N:23].ClC1C=C(CS(Cl)(=O)=O)C=C(Cl)C=1. (7) Given the product [CH2:1]([O:3][C:4](=[O:16])[C:5]1[C:10]([NH:20][CH:17]([CH3:19])[CH3:18])=[C:9]([N+:12]([O-:14])=[O:13])[C:8]([Cl:15])=[N:7][CH:6]=1)[CH3:2], predict the reactants needed to synthesize it. The reactants are: [CH2:1]([O:3][C:4](=[O:16])[C:5]1[C:10](Cl)=[C:9]([N+:12]([O-:14])=[O:13])[C:8]([Cl:15])=[N:7][CH:6]=1)[CH3:2].[CH:17]([NH2:20])([CH3:19])[CH3:18]. (8) The reactants are: [OH:1][C:2]1[CH:13]=[C:6]2[C:7]([O:9][C:10](=[O:12])[NH:11][C:5]2=[CH:4][CH:3]=1)=[O:8].[CH3:14][O-].[Na+].[C:17](OC(=O)CC)(=O)[CH2:18]C. Given the product [CH3:14][O:9][C:7](=[O:8])[C:6]1[CH:13]=[C:2]([OH:1])[CH:3]=[CH:4][C:5]=1[NH:11][C:10](=[O:12])[CH2:17][CH3:18], predict the reactants needed to synthesize it. (9) Given the product [OH:8][C:9]1[CH:14]=[C:13]([OH:15])[C:12]([CH:23]([CH3:25])[CH3:24])=[CH:11][C:10]=1[C:26]([N:28]1[CH2:36][C:35]2[C:30](=[CH:31][CH:32]=[CH:33][C:34]=2[O:37][CH2:38][CH2:39][CH2:40][N:41]2[CH2:42][CH2:43][O:44][CH2:45][CH2:46]2)[CH2:29]1)=[O:27], predict the reactants needed to synthesize it. The reactants are: C([O:8][C:9]1[CH:14]=[C:13]([O:15]CC2C=CC=CC=2)[C:12]([C:23]([CH3:25])=[CH2:24])=[CH:11][C:10]=1[C:26]([N:28]1[CH2:36][C:35]2[C:30](=[CH:31][CH:32]=[CH:33][C:34]=2[O:37][CH2:38][CH2:39][CH2:40][N:41]2[CH2:46][CH2:45][O:44][CH2:43][CH2:42]2)[CH2:29]1)=[O:27])C1C=CC=CC=1.